From a dataset of Forward reaction prediction with 1.9M reactions from USPTO patents (1976-2016). Predict the product of the given reaction. (1) Given the reactants [I:1][C:2]1[CH:7]=[C:6]([O:8][CH3:9])[C:5]([O:10]C(C)C)=[CH:4][C:3]=1[C:14](=[O:17])[CH2:15][CH3:16], predict the reaction product. The product is: [OH:10][C:5]1[C:6]([O:8][CH3:9])=[CH:7][C:2]([I:1])=[C:3]([C:14](=[O:17])[CH2:15][CH3:16])[CH:4]=1. (2) Given the reactants [OH-].[Na+].[OH:3][C@H:4]([C:28]1[CH:33]=[CH:32][C:31]([OH:34])=[CH:30][CH:29]=1)[C@@H:5]([NH:7][CH2:8][CH2:9][O:10][C:11]1[CH:16]=[CH:15][C:14]([C:17]2[CH:22]=[CH:21][C:20]([C:23]([O:25]CC)=[O:24])=[CH:19][CH:18]=2)=[CH:13][CH:12]=1)[CH3:6].C(O)C.Cl, predict the reaction product. The product is: [OH:3][C@H:4]([C:28]1[CH:29]=[CH:30][C:31]([OH:34])=[CH:32][CH:33]=1)[C@@H:5]([NH:7][CH2:8][CH2:9][O:10][C:11]1[CH:12]=[CH:13][C:14]([C:17]2[CH:22]=[CH:21][C:20]([C:23]([OH:25])=[O:24])=[CH:19][CH:18]=2)=[CH:15][CH:16]=1)[CH3:6]. (3) Given the reactants [CH3:1][O:2][C:3]1[CH:16]=[CH:15][C:6]([CH2:7][NH:8]/[CH:9]=[CH:10]/[C:11]([O:13][CH3:14])=[O:12])=[CH:5][CH:4]=1.[C:17](Cl)(=[O:20])[CH:18]=[CH2:19], predict the reaction product. The product is: [CH3:1][O:2][C:3]1[CH:4]=[CH:5][C:6]([CH2:7][N:8]2[C:17](=[O:20])[CH2:18][CH2:19][C:10]([C:11]([O:13][CH3:14])=[O:12])=[CH:9]2)=[CH:15][CH:16]=1. (4) Given the reactants [Cl:1][C:2]1[CH:3]=[C:4]([NH:10][C@H:11]([C@@H:26]([OH:28])[CH3:27])[C:12]([NH:14][NH:15][C:16](=O)[C:17]2[CH:22]=[CH:21][C:20]([C:23]#[N:24])=[CH:19][CH:18]=2)=[O:13])[CH:5]=[CH:6][C:7]=1[C:8]#[N:9].C(NP1(N(CC)CC)N(C)CCCN1C)(C)(C)C.ClC1C(CC)=C(N[C@@H](C2OC(C3C=CC=CC=3)=NN=2)[C@@H](O)C)C=CC=1C#N, predict the reaction product. The product is: [Cl:1][C:2]1[CH:3]=[C:4]([NH:10][C@@H:11]([C:12]2[O:13][C:16]([C:17]3[CH:18]=[CH:19][C:20]([C:23]#[N:24])=[CH:21][CH:22]=3)=[N:15][N:14]=2)[C@@H:26]([OH:28])[CH3:27])[CH:5]=[CH:6][C:7]=1[C:8]#[N:9]. (5) Given the reactants [F:1][C:2]1[CH:7]=[CH:6][C:5]([S:8]([NH:11][CH:12]([CH2:15][CH3:16])[CH2:13][CH3:14])(=[O:10])=[O:9])=[CH:4][CH:3]=1.Br[CH2:18][C:19]1[CH:20]=[CH:21][C:22]([C:25]#[N:26])=[N:23][CH:24]=1.C([O-])([O-])=O.[K+].[K+], predict the reaction product. The product is: [C:25]([C:22]1[N:23]=[CH:24][C:19]([CH2:18][N:11]([CH:12]([CH2:15][CH3:16])[CH2:13][CH3:14])[S:8]([C:5]2[CH:4]=[CH:3][C:2]([F:1])=[CH:7][CH:6]=2)(=[O:10])=[O:9])=[CH:20][CH:21]=1)#[N:26]. (6) Given the reactants C([O:14][C:15]([C:17]1([O:20]/[N:21]=[C:22](/[C:51]2[N:52]=[C:53]([NH:56]C(OC(C)(C)C)=O)[S:54][CH:55]=2)\[C:23]([NH:25][C@@H:26]2[C:29](=[O:30])[N:28]([S:31]([OH:34])(=[O:33])=[O:32])[C@@H:27]2[CH2:35][N:36]2[CH2:40][C@@H:39]([CH2:41][NH:42]C(OC(C)(C)C)=O)[O:38][C:37]2=[O:50])=[O:24])[CH2:19][CH2:18]1)=[O:16])(C1C=CC=CC=1)C1C=CC=CC=1.C(O)(C(F)(F)F)=O, predict the reaction product. The product is: [NH2:42][CH2:41][C@H:39]1[O:38][C:37](=[O:50])[N:36]([CH2:35][C@@H:27]2[C@H:26]([NH:25][C:23](=[O:24])/[C:22](=[N:21]\[O:20][C:17]3([C:15]([OH:16])=[O:14])[CH2:18][CH2:19]3)/[C:51]3[N:52]=[C:53]([NH2:56])[S:54][CH:55]=3)[C:29](=[O:30])[N:28]2[S:31]([OH:34])(=[O:32])=[O:33])[CH2:40]1.